Dataset: Full USPTO retrosynthesis dataset with 1.9M reactions from patents (1976-2016). Task: Predict the reactants needed to synthesize the given product. (1) Given the product [C:42]1([CH:35]([C:36]2[CH:41]=[CH:40][CH:39]=[CH:38][CH:37]=2)[N:34]=[CH:18][C:2]2[CH:11]=[C:10]3[C:5]([CH:6]=[CH:7][C:8]([C:12]4[CH:17]=[CH:16][CH:15]=[CH:14][CH:13]=4)=[N:9]3)=[CH:4][CH:3]=2)[CH:47]=[CH:46][CH:45]=[CH:44][CH:43]=1, predict the reactants needed to synthesize it. The reactants are: Br[C:2]1[CH:11]=[C:10]2[C:5]([CH:6]=[CH:7][C:8]([C:12]3[CH:17]=[CH:16][CH:15]=[CH:14][CH:13]=3)=[N:9]2)=[CH:4][CH:3]=1.[CH:18]([Li])(CC)C.C1CCCCC1.CN(C=O)C.[NH2:34][CH:35]([C:42]1[CH:47]=[CH:46][CH:45]=[CH:44][CH:43]=1)[C:36]1[CH:41]=[CH:40][CH:39]=[CH:38][CH:37]=1. (2) Given the product [NH2:25][C:19]1[C:20]([NH:24][C:31](=[O:32])[O:33][CH3:34])=[C:21]([NH2:23])[N:22]=[C:17]([C:10]2[C:11]3[C:12](=[N:13][CH:14]=[CH:15][CH:16]=3)[N:8]([CH2:7][C:6]3[CH:26]=[CH:27][CH:28]=[CH:29][C:5]=3[F:4])[N:9]=2)[N:18]=1, predict the reactants needed to synthesize it. The reactants are: Cl.Cl.Cl.[F:4][C:5]1[CH:29]=[CH:28][CH:27]=[CH:26][C:6]=1[CH2:7][N:8]1[C:12]2=[N:13][CH:14]=[CH:15][CH:16]=[C:11]2[C:10]([C:17]2[N:22]=[C:21]([NH2:23])[C:20]([NH2:24])=[C:19]([NH2:25])[N:18]=2)=[N:9]1.Cl[C:31]([O:33][CH3:34])=[O:32]. (3) Given the product [F:15][C:4]([F:3])([F:14])[C:5]1[CH:13]=[C:12]2[C:8]([CH:9]=[CH:10][N:11]2[NH2:17])=[CH:7][CH:6]=1, predict the reactants needed to synthesize it. The reactants are: [H-].[Na+].[F:3][C:4]([F:15])([F:14])[C:5]1[CH:13]=[C:12]2[C:8]([CH:9]=[CH:10][NH:11]2)=[CH:7][CH:6]=1.C[N:17](C=O)C. (4) Given the product [Cl:14][C:15]1[C:20]([CH2:21][NH:4][C:3]2[C:2]([F:1])=[C:8]([O:9][CH3:10])[CH:7]=[C:6]([O:11][CH3:12])[C:5]=2[F:13])=[CH:19][N:18]=[C:17]2[N:23]([CH2:26][C:27]3[CH:32]=[CH:31][C:30]([O:33][CH3:34])=[CH:29][CH:28]=3)[N:24]=[CH:25][C:16]=12, predict the reactants needed to synthesize it. The reactants are: [F:1][C:2]1[C:8]([O:9][CH3:10])=[CH:7][C:6]([O:11][CH3:12])=[C:5]([F:13])[C:3]=1[NH2:4].[Cl:14][C:15]1[C:20]([CH2:21]Cl)=[CH:19][N:18]=[C:17]2[N:23]([CH2:26][C:27]3[CH:32]=[CH:31][C:30]([O:33][CH3:34])=[CH:29][CH:28]=3)[N:24]=[CH:25][C:16]=12.